The task is: Predict the product of the given reaction.. This data is from Forward reaction prediction with 1.9M reactions from USPTO patents (1976-2016). (1) Given the reactants [O:1]=[C:2]1[C:7]2=[CH:8][C:9]3[CH:10]=[CH:11][C:12]([C:15]([OH:17])=O)=[CH:13][C:14]=3[N:6]2[C:5]2([CH2:20][CH2:19][CH2:18]2)[CH2:4][NH:3]1.CN(C(ON1N=NC2C=CC=NC1=2)=[N+](C)C)C.F[P-](F)(F)(F)(F)F.CCN(C(C)C)C(C)C.[C:54]1([NH2:61])[C:55]([NH2:60])=[CH:56][CH:57]=[CH:58][CH:59]=1, predict the reaction product. The product is: [NH2:60][C:55]1[CH:56]=[CH:57][CH:58]=[CH:59][C:54]=1[NH:61][C:15]([C:12]1[CH:11]=[CH:10][C:9]2[CH:8]=[C:7]3[C:2](=[O:1])[NH:3][CH2:4][C:5]4([CH2:20][CH2:19][CH2:18]4)[N:6]3[C:14]=2[CH:13]=1)=[O:17]. (2) The product is: [Br:1][C:2]1[CH:9]=[CH:8][C:5]([N:6]([CH3:7])[C:13](=[O:20])[C:14]2[CH:19]=[CH:18][CH:17]=[CH:16][CH:15]=2)=[C:4]([N+:10]([O-:12])=[O:11])[CH:3]=1. Given the reactants [Br:1][C:2]1[CH:9]=[CH:8][C:5]([NH:6][CH3:7])=[C:4]([N+:10]([O-:12])=[O:11])[CH:3]=1.[C:13](Cl)(=[O:20])[C:14]1[CH:19]=[CH:18][CH:17]=[CH:16][CH:15]=1.C(OCC)(=O)C, predict the reaction product. (3) Given the reactants C[Si]([C:5]#[C:6][C:7]1[NH:11][C:10]([C@@H:12]2[CH2:16][CH2:15][CH2:14][N:13]2[C:17]([O:19][C:20]([CH3:23])([CH3:22])[CH3:21])=[O:18])=[N:9][CH:8]=1)(C)C.C(=O)([O-])[O-].[K+].[K+], predict the reaction product. The product is: [C:6]([C:7]1[NH:11][C:10]([C@@H:12]2[CH2:16][CH2:15][CH2:14][N:13]2[C:17]([O:19][C:20]([CH3:23])([CH3:22])[CH3:21])=[O:18])=[N:9][CH:8]=1)#[CH:5]. (4) Given the reactants [Cl:1][C:2]1[N:7]=[N:6][C:5]([NH2:8])=[C:4]([C:9]2[CH:14]=[CH:13][C:12]([F:15])=[CH:11][C:10]=2[O:16][CH3:17])[CH:3]=1.[CH:18](OC)(OC)OC.Cl.[OH-].[Na+], predict the reaction product. The product is: [Cl:1][C:2]1[N:7]=[N:6][C:5]([NH:8][CH3:18])=[C:4]([C:9]2[CH:14]=[CH:13][C:12]([F:15])=[CH:11][C:10]=2[O:16][CH3:17])[CH:3]=1. (5) Given the reactants [CH3:1][O:2][C:3]1[C:12]2[N:11]=[N:10][C:9]3=[C:13]([CH3:23])[N:14]=[C:15]([C:16]4[CH:21]=[CH:20][N:19]=[CH:18][C:17]=4[CH3:22])[N:8]3[C:7]=2[CH:6]=[C:5]([OH:24])[CH:4]=1.C(=O)([O-])[O-].[Cs+].[Cs+].Br[CH2:32][CH:33]1[CH2:35][CH2:34]1, predict the reaction product. The product is: [CH:33]1([CH2:32][O:24][C:5]2[CH:4]=[C:3]([O:2][CH3:1])[C:12]3[N:11]=[N:10][C:9]4=[C:13]([CH3:23])[N:14]=[C:15]([C:16]5[CH:21]=[CH:20][N:19]=[CH:18][C:17]=5[CH3:22])[N:8]4[C:7]=3[CH:6]=2)[CH2:35][CH2:34]1. (6) Given the reactants [CH2:1]([O:8][C:9]1[CH:17]=[C:16]2[C:12]([CH:13]=[CH:14][NH:15]2)=[CH:11][CH:10]=1)[C:2]1[CH:7]=[CH:6][CH:5]=[CH:4][CH:3]=1.[CH3:18][C:19]([O:22][C:23](O[C:23]([O:22][C:19]([CH3:21])([CH3:20])[CH3:18])=[O:24])=[O:24])([CH3:21])[CH3:20], predict the reaction product. The product is: [CH2:1]([O:8][C:9]1[CH:17]=[C:16]2[C:12]([CH:13]=[CH:14][N:15]2[C:23]([O:22][C:19]([CH3:21])([CH3:20])[CH3:18])=[O:24])=[CH:11][CH:10]=1)[C:2]1[CH:3]=[CH:4][CH:5]=[CH:6][CH:7]=1.